From a dataset of Forward reaction prediction with 1.9M reactions from USPTO patents (1976-2016). Predict the product of the given reaction. (1) Given the reactants C[O:2][C:3]([C:5]1[CH:6]=[C:7]2[C:11](=[CH:12][CH:13]=1)[CH2:10][N:9]([C:14]([O:16][CH2:17][C:18]1[CH:23]=[CH:22][CH:21]=[CH:20][CH:19]=1)=[O:15])[CH2:8]2)=[O:4].[Li+].[OH-], predict the reaction product. The product is: [CH2:17]([O:16][C:14]([N:9]1[CH2:8][C:7]2[C:11](=[CH:12][CH:13]=[C:5]([C:3]([OH:4])=[O:2])[CH:6]=2)[CH2:10]1)=[O:15])[C:18]1[CH:23]=[CH:22][CH:21]=[CH:20][CH:19]=1. (2) Given the reactants CS[C:3]1[N:8]=[C:7]([OH:9])[C:6]([C:10]2[CH:15]=[CH:14][C:13]([Cl:16])=[CH:12][CH:11]=2)=[C:5]([C:17]2[CH:22]=[CH:21][C:20]([Cl:23])=[CH:19][C:18]=2[Cl:24])[N:4]=1.C1C=C(Cl)C=C(C(OO)=[O:33])C=1, predict the reaction product. The product is: [OH:33][C:3]1[N:8]=[C:7]([OH:9])[C:6]([C:10]2[CH:15]=[CH:14][C:13]([Cl:16])=[CH:12][CH:11]=2)=[C:5]([C:17]2[CH:22]=[CH:21][C:20]([Cl:23])=[CH:19][C:18]=2[Cl:24])[N:4]=1. (3) The product is: [CH2:1]([O:3][C:4]([C@@H:6]1[CH2:10][CH2:9][CH:8]([CH:11]=[CH2:12])[NH:7]1)=[O:5])[CH3:2]. Given the reactants [CH2:1]([O:3][C:4]([C@@H:6]1[CH2:10][CH2:9][CH:8]([CH:11]=[CH2:12])[N:7]1C(OC(C)(C)C)=O)=[O:5])[CH3:2].[Si](OS(C(F)(F)F)(=O)=O)(C)(C)C.C([O-])(O)=O.[Na+].O, predict the reaction product.